This data is from Reaction yield outcomes from USPTO patents with 853,638 reactions. The task is: Predict the reaction yield, written as a fraction of the theoretical maximum amount of product (1.0 means a 100% yield; for example, 0.34 means a 34% yield). (1) The reactants are [CH2:1]([C:3]([C:24]1[CH:29]=[CH:28][C:27]([OH:30])=[C:26]([CH3:31])[CH:25]=1)([C:6]1[CH:11]=[CH:10][C:9]([C:12]#[C:13][CH:14]([OH:22])[C:15]2([CH3:21])[CH2:20][CH2:19][CH2:18][CH2:17][CH2:16]2)=[C:8]([CH3:23])[CH:7]=1)[CH2:4][CH3:5])[CH3:2]. The catalyst is CCOC(C)=O.[Pd]. The product is [CH2:1]([C:3]([C:24]1[CH:29]=[CH:28][C:27]([OH:30])=[C:26]([CH3:31])[CH:25]=1)([C:6]1[CH:11]=[CH:10][C:9]([CH2:12][CH2:13][CH:14]([OH:22])[C:15]2([CH3:21])[CH2:20][CH2:19][CH2:18][CH2:17][CH2:16]2)=[C:8]([CH3:23])[CH:7]=1)[CH2:4][CH3:5])[CH3:2]. The yield is 0.853. (2) The yield is 1.00. The product is [CH3:26][S:27]([O:25][CH:23]([C:14]1[CH:13]=[C:12]2[C:17]([O:18][CH2:19][CH2:20][N:21]3[C:11]2=[N:10][C:9]([C:8]2[N:4]([CH:2]([CH3:1])[CH3:3])[N:5]=[CH:6][N:7]=2)=[CH:22]3)=[CH:16][CH:15]=1)[CH3:24])(=[O:29])=[O:28]. The catalyst is C(Cl)Cl. The reactants are [CH3:1][CH:2]([N:4]1[C:8]([C:9]2[N:10]=[C:11]3[N:21]([CH:22]=2)[CH2:20][CH2:19][O:18][C:17]2[C:12]3=[CH:13][C:14]([CH:23]([OH:25])[CH3:24])=[CH:15][CH:16]=2)=[N:7][CH:6]=[N:5]1)[CH3:3].[CH3:26][S:27](Cl)(=[O:29])=[O:28].